This data is from Catalyst prediction with 721,799 reactions and 888 catalyst types from USPTO. The task is: Predict which catalyst facilitates the given reaction. (1) Reactant: [N:1]1[C:5]2[CH2:6][CH2:7][O:8][CH2:9][C:4]=2[S:3][CH:2]=1.C([Li:14])CCC.[C:15](=[O:17])=[O:16]. Product: [N:1]1[C:5]2[CH2:6][CH2:7][O:8][CH2:9][C:4]=2[S:3][C:2]=1[C:15]([O-:17])=[O:16].[Li+:14]. The catalyst class is: 28. (2) Reactant: [CH:1]1([NH:6][C:7]2[N:12]3[N:13]=[C:14]([C:28]4[CH:33]=[CH:32][C:31]([O:34]C)=[CH:30][CH:29]=4)[C:15]([C:16]4[CH:21]=[CH:20][N:19]=[C:18]([NH:22][CH:23]5[CH2:27][CH2:26][CH2:25][CH2:24]5)[N:17]=4)=[C:11]3[CH:10]=[CH:9][CH:8]=2)[CH2:5][CH2:4][CH2:3][CH2:2]1.B(Br)(Br)Br. Product: [CH:1]1([NH:6][C:7]2[N:12]3[N:13]=[C:14]([C:28]4[CH:29]=[CH:30][C:31]([OH:34])=[CH:32][CH:33]=4)[C:15]([C:16]4[CH:21]=[CH:20][N:19]=[C:18]([NH:22][CH:23]5[CH2:24][CH2:25][CH2:26][CH2:27]5)[N:17]=4)=[C:11]3[CH:10]=[CH:9][CH:8]=2)[CH2:2][CH2:3][CH2:4][CH2:5]1. The catalyst class is: 4. (3) Reactant: [O:1]=[C:2]1[C:11]2[C:6](=[N:7][CH:8]=[N:9][CH:10]=2)[N:5]=[C:4]([CH2:12][N:13]2C(=O)C3C(=CC=CC=3)C2=O)[NH:3]1.O.NN. Product: [NH2:13][CH2:12][C:4]1[NH:3][C:2](=[O:1])[C:11]2[C:6]([N:5]=1)=[N:7][CH:8]=[N:9][CH:10]=2. The catalyst class is: 8. (4) Reactant: [CH2:1]([NH:8][C:9]([O:11][CH2:12][CH:13]1[CH:17]([OH:18])[CH2:16][CH:15]([OH:19])[CH:14]1[CH2:20][CH:21]=[CH:22][CH2:23][CH2:24][CH2:25][C:26]([O:28]C)=[O:27])=[S:10])[C:2]1[CH:7]=[CH:6][CH:5]=[CH:4][CH:3]=1.[OH-].[Li+]. Product: [CH2:1]([NH:8][C:9]([O:11][CH2:12][CH:13]1[CH:17]([OH:18])[CH2:16][CH:15]([OH:19])[CH:14]1[CH2:20][CH:21]=[CH:22][CH2:23][CH2:24][CH2:25][C:26]([OH:28])=[O:27])=[S:10])[C:2]1[CH:7]=[CH:6][CH:5]=[CH:4][CH:3]=1. The catalyst class is: 6.